The task is: Predict the reaction yield, written as a fraction of the theoretical maximum amount of product (1.0 means a 100% yield; for example, 0.34 means a 34% yield).. This data is from Reaction yield outcomes from USPTO patents with 853,638 reactions. (1) The reactants are CC(OI1(OC(C)=O)(OC(C)=O)OC(=O)C2C=CC=CC1=2)=O.[Cl:23][C:24]1[CH:29]=[C:28]([Cl:30])[CH:27]=[CH:26][C:25]=1[S:31]([NH:34][C:35]1[CH:40]=[C:39]([CH:41]([CH:43]2[CH2:45][CH2:44]2)[OH:42])[C:38]([S:46][C:47]2[CH:52]=[CH:51][C:50]([S:53]([N:56]3[CH2:61][CH2:60][CH2:59][CH2:58][CH2:57]3)(=[O:55])=[O:54])=[CH:49][CH:48]=2)=[CH:37][N:36]=1)(=[O:33])=[O:32]. The catalyst is ClCCl.C(OCC)(=O)C. The product is [Cl:23][C:24]1[CH:29]=[C:28]([Cl:30])[CH:27]=[CH:26][C:25]=1[S:31]([NH:34][C:35]1[CH:40]=[C:39]([C:41]([CH:43]2[CH2:44][CH2:45]2)=[O:42])[C:38]([S:46][C:47]2[CH:52]=[CH:51][C:50]([S:53]([N:56]3[CH2:61][CH2:60][CH2:59][CH2:58][CH2:57]3)(=[O:55])=[O:54])=[CH:49][CH:48]=2)=[CH:37][N:36]=1)(=[O:33])=[O:32]. The yield is 0.510. (2) The reactants are [CH2:1]([O:8][C:9]1[CH:14]=[CH:13][C:12]([C:15]2[CH:19]=[C:18]([NH:20][C:21]([NH:23][C:24](=[O:35])[C:25]3[CH:30]=[CH:29][C:28]([C:31]([F:34])([F:33])[F:32])=[CH:27][CH:26]=3)=S)[NH:17][N:16]=2)=[C:11]([F:36])[CH:10]=1)[C:2]1[CH:7]=[CH:6][CH:5]=[CH:4][CH:3]=1.CCN=C=NCCCN(C)C.[CH:48]1([NH2:53])[CH2:52][CH2:51][CH2:50][CH2:49]1. The catalyst is C1COCC1. The product is [CH2:1]([O:8][C:9]1[CH:14]=[CH:13][C:12]([C:15]2[CH:19]=[C:18]([NH:20][C:21]([NH:53][CH:48]3[CH2:52][CH2:51][CH2:50][CH2:49]3)=[N:23][C:24](=[O:35])[C:25]3[CH:30]=[CH:29][C:28]([C:31]([F:34])([F:33])[F:32])=[CH:27][CH:26]=3)[NH:17][N:16]=2)=[C:11]([F:36])[CH:10]=1)[C:2]1[CH:7]=[CH:6][CH:5]=[CH:4][CH:3]=1. The yield is 0.530. (3) The reactants are Cl[Si](C)(C)C.BrCCBr.CN(C)C=O.[F:15][C:16]1[CH:17]=[C:18]([CH:21]=[CH:22][C:23]=1[Cl:24])[CH2:19]Br.Br[C:26]1[N:27]=[C:28]([N:36]2[CH2:41][CH2:40][O:39][CH2:38][CH2:37]2)[S:29][C:30]=1[C:31]([O:33][CH2:34][CH3:35])=[O:32]. The catalyst is [Zn].CC(C)([P](C(C)(C)C)([Pd][P](C(C)(C)C)(C(C)(C)C)C(C)(C)C)C(C)(C)C)C. The product is [Cl:24][C:23]1[CH:22]=[CH:21][C:18]([CH2:19][C:26]2[N:27]=[C:28]([N:36]3[CH2:37][CH2:38][O:39][CH2:40][CH2:41]3)[S:29][C:30]=2[C:31]([O:33][CH2:34][CH3:35])=[O:32])=[CH:17][C:16]=1[F:15]. The yield is 0.682. (4) The reactants are [Cl:1][C:2]1[CH:7]=[CH:6][CH:5]=[C:4]([O:8]C)[C:3]=1[CH2:10][S:11][C:12]1[N:17]=[C:16]([OH:18])[CH:15]=[C:14]([CH3:19])[N:13]=1.B(Br)(Br)Br.O.[O-]S([O-])(=O)=O.[Na+].[Na+]. The catalyst is C(Cl)Cl. The product is [Cl:1][C:2]1[CH:7]=[CH:6][CH:5]=[C:4]([OH:8])[C:3]=1[CH2:10][S:11][C:12]1[N:17]=[C:16]([OH:18])[CH:15]=[C:14]([CH3:19])[N:13]=1. The yield is 0.950.